Dataset: Catalyst prediction with 721,799 reactions and 888 catalyst types from USPTO. Task: Predict which catalyst facilitates the given reaction. (1) Reactant: [Br:1][C:2]1[CH:11]=[CH:10][CH:9]=[C:8]2[C:3]=1[CH2:4][CH2:5][CH2:6]/[C:7]/2=[N:12]\O.CC(C[AlH]CC(C)C)C.CCCCCC.[F-].[Na+].Cl. Product: [Br:1][C:2]1[C:3]2[CH2:4][CH2:5][CH2:6][CH2:7][NH:12][C:8]=2[CH:9]=[CH:10][CH:11]=1. The catalyst class is: 34. (2) Reactant: [CH3:1][O:2][C:3]1[CH:36]=[C:35]([O:37][CH3:38])[CH:34]=[CH:33][C:4]=1[CH2:5][N:6]1[C:14](=[O:15])[NH:13][C:12]2[C:7]1=[N:8][C:9]([C:16]1[C:24]3[C:19](=[N:20][CH:21]=[CH:22][CH:23]=3)[N:18]([CH2:25][C:26]3[CH:31]=[CH:30][CH:29]=[CH:28][C:27]=3[F:32])[N:17]=1)=[N:10][CH:11]=2.C(=O)([O-])[O-].[Cs+].[Cs+].[CH3:45][O:46][CH2:47][CH2:48]Br.O. Product: [CH3:1][O:2][C:3]1[CH:36]=[C:35]([O:37][CH3:38])[CH:34]=[CH:33][C:4]=1[CH2:5][N:6]1[C:14](=[O:15])[N:13]([CH2:48][CH2:47][O:46][CH3:45])[C:12]2[C:7]1=[N:8][C:9]([C:16]1[C:24]3[C:19](=[N:20][CH:21]=[CH:22][CH:23]=3)[N:18]([CH2:25][C:26]3[CH:31]=[CH:30][CH:29]=[CH:28][C:27]=3[F:32])[N:17]=1)=[N:10][CH:11]=2. The catalyst class is: 3.